Task: Predict the product of the given reaction.. Dataset: Forward reaction prediction with 1.9M reactions from USPTO patents (1976-2016) (1) Given the reactants [Al+3].[Cl-].[Cl-].[Cl-].[H-].[H-].[H-].[H-].[Li+].[Al+3].[CH2:11]([N:18]1[CH2:22][CH2:21][C:20](=[C:23]([C:25]2([O:28][Si:29]([C:32]([CH3:35])([CH3:34])[CH3:33])([CH3:31])[CH3:30])[CH2:27][CH2:26]2)[OH:24])[C:19]1=O)[C:12]1[CH:17]=[CH:16][CH:15]=[CH:14][CH:13]=1.Cl, predict the reaction product. The product is: [CH2:11]([N:18]1[CH2:22][CH2:21][C:20](=[C:23]([C:25]2([O:28][Si:29]([C:32]([CH3:35])([CH3:34])[CH3:33])([CH3:30])[CH3:31])[CH2:27][CH2:26]2)[OH:24])[CH2:19]1)[C:12]1[CH:13]=[CH:14][CH:15]=[CH:16][CH:17]=1. (2) Given the reactants [Br:1][C:2]1[C:10]([N+:11]([O-:13])=[O:12])=[CH:9][CH:8]=[C:7]([C:14]([O:16]CC)=[O:15])[C:3]=1[C:4]([OH:6])=[O:5].[CH2:19](O)[CH3:20], predict the reaction product. The product is: [Br:1][C:2]1[C:3]([C:4]([O:6][CH2:19][CH3:20])=[O:5])=[C:7]([CH:8]=[CH:9][C:10]=1[N+:11]([O-:13])=[O:12])[C:14]([OH:16])=[O:15]. (3) Given the reactants Br[C:2]1[CH:7]=[CH:6][C:5]([C:8]([CH3:12])([CH3:11])[C:9]#[N:10])=[C:4]([Cl:13])[CH:3]=1.[CH:14]1([C@:19]([OH:26])([CH:24]=[CH2:25])[CH2:20][C:21]([OH:23])=[O:22])[CH2:18][CH2:17][CH2:16][CH2:15]1.CC([O-])=O.[Na+].[H][H], predict the reaction product. The product is: [Cl:13][C:4]1[CH:3]=[C:2]([CH:25]=[CH:24][C:19]([CH:14]2[CH2:15][CH2:16][CH2:17][CH2:18]2)([OH:26])[CH2:20][C:21]([OH:23])=[O:22])[CH:7]=[CH:6][C:5]=1[C:8]([C:9]#[N:10])([CH3:12])[CH3:11]. (4) Given the reactants [O:1]=[C:2]1[CH:6]=[CH:5][C:4](=[O:7])[N:3]1[CH2:8][CH2:9][CH2:10][CH2:11][CH2:12][CH2:13][C:14]([OH:16])=O.CN(C(ON1N=NC2C=CC=NC1=2)=[N+](C)C)C.F[P-](F)(F)(F)(F)F.CCN(C(C)C)C(C)C.FC(F)(F)C(O)=O.[CH3:57][NH:58][C:59]([CH3:107])([C:61]([NH:63][C@H:64]([C:68]([N:70]([C@@H:72]([C@@H:103]([CH3:106])[CH2:104][CH3:105])[C@H:73]([O:101][CH3:102])[CH2:74][C:75]([N:77]1[CH2:81][CH2:80][CH2:79][C@H:78]1[C@H:82]([O:99][CH3:100])[C@@H:83]([CH3:98])[C:84]([NH:86][C@H:87]([C:95]([OH:97])=[O:96])[CH2:88][C:89]1[CH:94]=[CH:93][CH:92]=[CH:91][CH:90]=1)=[O:85])=[O:76])[CH3:71])=[O:69])[CH:65]([CH3:67])[CH3:66])=[O:62])[CH3:60], predict the reaction product. The product is: [O:7]=[C:4]1[CH:5]=[CH:6][C:2](=[O:1])[N:3]1[CH2:8][CH2:9][CH2:10][CH2:11][CH2:12][CH2:13][C:14]([N:58]([CH3:57])[C:59]([CH3:107])([C:61]([NH:63][C@H:64]([C:68]([N:70]([C@@H:72]([C@@H:103]([CH3:106])[CH2:104][CH3:105])[C@H:73]([O:101][CH3:102])[CH2:74][C:75]([N:77]1[CH2:81][CH2:80][CH2:79][C@H:78]1[C@H:82]([O:99][CH3:100])[C@@H:83]([CH3:98])[C:84]([NH:86][C@H:87]([C:95]([OH:97])=[O:96])[CH2:88][C:89]1[CH:94]=[CH:93][CH:92]=[CH:91][CH:90]=1)=[O:85])=[O:76])[CH3:71])=[O:69])[CH:65]([CH3:66])[CH3:67])=[O:62])[CH3:60])=[O:16].